Dataset: Full USPTO retrosynthesis dataset with 1.9M reactions from patents (1976-2016). Task: Predict the reactants needed to synthesize the given product. (1) Given the product [C:1]([O:5][C:6]([N:8]1[CH2:13][CH2:12][CH2:11][CH:10]([C:14]([NH:25][C:26]2[CH:31]=[CH:30][CH:29]=[CH:28][CH:27]=2)=[O:16])[CH2:9]1)=[O:7])([CH3:2])([CH3:3])[CH3:4], predict the reactants needed to synthesize it. The reactants are: [C:1]([O:5][C:6]([N:8]1[CH2:13][CH2:12][CH2:11][CH:10]([C:14]([OH:16])=O)[CH2:9]1)=[O:7])([CH3:4])([CH3:3])[CH3:2].[H-].[Na+].C(Cl)(=O)C(Cl)=O.[NH2:25][C:26]1[CH:31]=[CH:30][CH:29]=[CH:28][CH:27]=1.C([Li])CCC.Cl.[NH4+]. (2) The reactants are: [CH3:1][O:2][C:3]([N:5]1[C@@H:13]2[C@@H:8]([C@@:9]([OH:23])([C:14]#[C:15][C:16]3[CH:17]=[C:18]([CH3:22])[CH:19]=[CH:20][CH:21]=3)[CH2:10][CH2:11][CH2:12]2)[CH2:7][CH2:6]1)=[O:4].CI.[C:26](OCC)(=O)C. Given the product [CH3:1][O:2][C:3]([N:5]1[C@H:13]2[C@H:8]([C@:9]([O:23][CH3:26])([C:14]#[C:15][C:16]3[CH:17]=[C:18]([CH3:22])[CH:19]=[CH:20][CH:21]=3)[CH2:10][CH2:11][CH2:12]2)[CH2:7][CH2:6]1)=[O:4], predict the reactants needed to synthesize it. (3) Given the product [N:8]1[C:9]2[C:4](=[CH:3][C:2]([CH2:1][C:14]#[N:13])=[CH:11][CH:10]=2)[CH:5]=[CH:6][CH:7]=1, predict the reactants needed to synthesize it. The reactants are: [CH3:1][C:2]1[CH:3]=[C:4]2[C:9](=[CH:10][CH:11]=1)[N:8]=[CH:7][CH:6]=[CH:5]2.Br[N:13]1C(=O)CC[C:14]1=O.C(OOC(=O)C1C=CC=CC=1)(=O)C1C=CC=CC=1.[C-]#N.[Na+].C(=O)(O)[O-].[K+].